From a dataset of Reaction yield outcomes from USPTO patents with 853,638 reactions. Predict the reaction yield, written as a fraction of the theoretical maximum amount of product (1.0 means a 100% yield; for example, 0.34 means a 34% yield). (1) The reactants are [CH3:1][O:2][C:3]1[CH:4]=[N:5][C:6]([NH2:9])=[N:7][CH:8]=1.[C:10](Cl)(=[O:16])[CH2:11][CH2:12][CH2:13][CH2:14][CH3:15].NCC(O)=O. The catalyst is N1C=CC=CC=1. The product is [CH3:1][O:2][C:3]1[CH:4]=[N:5][C:6]([NH:9][C:10](=[O:16])[CH2:11][CH2:12][CH2:13][CH2:14][CH3:15])=[N:7][CH:8]=1. The yield is 0.840. (2) The reactants are [C:1]([C:4]1[CH:5]=[C:6]2[C:11](=[CH:12][C:13]=1[O:14][CH3:15])[N:10]=[CH:9][CH:8]=[C:7]2[O:16][C:17]1[CH:22]=[CH:21][C:20]([NH:23][C:24](=O)[O:25]C2C=CC=CC=2)=[C:19]([Cl:33])[CH:18]=1)(=[O:3])[NH2:2].[CH:34]1([NH2:37])[CH2:36][CH2:35]1.O.C(O)C. The catalyst is CN(C)C=O. The product is [Cl:33][C:19]1[CH:18]=[C:17]([CH:22]=[CH:21][C:20]=1[NH:23][C:24]([NH:37][CH:34]1[CH2:36][CH2:35]1)=[O:25])[O:16][C:7]1[C:6]2[C:11](=[CH:12][C:13]([O:14][CH3:15])=[C:4]([C:1]([NH2:2])=[O:3])[CH:5]=2)[N:10]=[CH:9][CH:8]=1. The yield is 0.802. (3) The reactants are [NH2:1][CH2:2][CH2:3][NH:4][C@@H:5]([C@@H:13]([CH3:16])[CH2:14][CH3:15])[C:6]([O:8][C:9]([CH3:12])([CH3:11])[CH3:10])=[O:7].[CH3:17][C:18]1[N:25]=[CH:24][CH:23]=[CH:22][C:19]=1[CH:20]=O.[O-]S([O-])(=O)=O.[Mg+2].[BH4-].[Na+].[C:34](=O)(OC1C=CC([N+]([O-])=O)=CC=1)[O:35]C1C=CC([N+]([O-])=O)=CC=1. The catalyst is ClCCl.CO.ClCCCl. The product is [CH3:16][C@@H:13]([CH2:14][CH3:15])[C@H:5]([N:4]1[CH2:3][CH2:2][N:1]([CH2:20][C:19]2[C:18]([CH3:17])=[N:25][CH:24]=[CH:23][CH:22]=2)[C:34]1=[O:35])[C:6]([O:8][C:9]([CH3:10])([CH3:11])[CH3:12])=[O:7]. The yield is 0.600. (4) The reactants are Br[C:2]1[CH:3]=[N:4][CH:5]=[CH:6][CH:7]=1.C(N(CC)CC)C.[CH3:15][C:16]([OH:20])([C:18]#[CH:19])[CH3:17].C(OCC)(=O)C. The catalyst is COCCOC.[Cu]I.Cl[Pd](Cl)([P](C1C=CC=CC=1)(C1C=CC=CC=1)C1C=CC=CC=1)[P](C1C=CC=CC=1)(C1C=CC=CC=1)C1C=CC=CC=1. The product is [CH3:15][C:16]([OH:20])([C:18]#[C:19][C:2]1[CH:3]=[N:4][CH:5]=[CH:6][CH:7]=1)[CH3:17]. The yield is 0.400. (5) The reactants are [CH3:1][CH:2]1[CH2:7][CH2:6][CH2:5][CH:4]([C:8](Cl)=[O:9])[CH2:3]1.Cl.[CH3:12][NH:13][O:14][CH3:15].N1C=CC=CC=1. The catalyst is C(Cl)(Cl)Cl. The product is [CH3:15][O:14][N:13]([CH3:12])[C:8]([CH:4]1[CH2:5][CH2:6][CH2:7][CH:2]([CH3:1])[CH2:3]1)=[O:9]. The yield is 0.840.